This data is from Forward reaction prediction with 1.9M reactions from USPTO patents (1976-2016). The task is: Predict the product of the given reaction. Given the reactants [C:1]1([C@H:7]2[CH2:11][O:10][CH2:9][C@H:8]2[NH2:12])[CH:6]=[CH:5][CH:4]=[CH:3][CH:2]=1.FC(F)(F)S(O)(=O)=O.C1C(=O)N([I:28])C(=O)C1.C([O-])(O)=O.[Na+], predict the reaction product. The product is: [I:28][C:4]1[CH:3]=[CH:2][C:1]([C@H:7]2[CH2:11][O:10][CH2:9][C@H:8]2[NH2:12])=[CH:6][CH:5]=1.